This data is from Forward reaction prediction with 1.9M reactions from USPTO patents (1976-2016). The task is: Predict the product of the given reaction. Given the reactants [N+:1]([C:4]1[CH:5]=[C:6]([CH:16]=[CH:17][CH:18]=1)[CH2:7]P(=O)(OCC)OCC)([O-:3])=[O:2].O=[C:20]1[CH2:25][CH2:24][N:23]([C:26]([O:28][C:29]([CH3:32])([CH3:31])[CH3:30])=[O:27])[CH2:22][CH2:21]1.[H-].[Na+], predict the reaction product. The product is: [N+:1]([C:4]1[CH:5]=[C:6]([CH:16]=[CH:17][CH:18]=1)[CH:7]=[C:20]1[CH2:25][CH2:24][N:23]([C:26]([O:28][C:29]([CH3:32])([CH3:31])[CH3:30])=[O:27])[CH2:22][CH2:21]1)([O-:3])=[O:2].